From a dataset of CYP2D6 inhibition data for predicting drug metabolism from PubChem BioAssay. Regression/Classification. Given a drug SMILES string, predict its absorption, distribution, metabolism, or excretion properties. Task type varies by dataset: regression for continuous measurements (e.g., permeability, clearance, half-life) or binary classification for categorical outcomes (e.g., BBB penetration, CYP inhibition). Dataset: cyp2d6_veith. (1) The drug is Nc1ccccc1.O=P(O)(O)c1ccccc1. The result is 0 (non-inhibitor). (2) The compound is CCOC(=O)CCN1C(=O)[C@H]2CC[C@@H]3/C(=N\OCc4ccccc4)C[C@@H](O)[C@@H](O)[C@@H]3[C@@H]2C1=O. The result is 0 (non-inhibitor). (3) The molecule is O=C(Cc1ccccc1I)Nc1ccccc1. The result is 1 (inhibitor). (4) The compound is CCc1ccc(C(=O)COC(=O)c2cccc(N3C(=O)c4c(C)nc5ccccc5c4C3=O)c2)cc1. The result is 0 (non-inhibitor). (5) The drug is NS(=O)(=O)c1ccc(N=Nc2ncccc2O)cc1. The result is 0 (non-inhibitor). (6) The compound is Cn1cnc2c1c(=O)[nH]c(=O)n2C. The result is 0 (non-inhibitor). (7) The compound is COc1ccc(Br)cc1/C=C/C(=O)Nc1c(C)cccc1C. The result is 0 (non-inhibitor). (8) The compound is Cc1nc2cnc(Oc3cccc(Cl)c3)nc2n(CCC#N)c1=O. The result is 0 (non-inhibitor). (9) The molecule is Cc1cccc(C)c1NC(=O)C(NC=O)c1ccccc1Cl. The result is 0 (non-inhibitor). (10) The drug is C[C@@H]1CCc2cc(F)cc3c(=O)c(C(=O)O)cn1c23. The result is 0 (non-inhibitor).